Task: Predict which catalyst facilitates the given reaction.. Dataset: Catalyst prediction with 721,799 reactions and 888 catalyst types from USPTO (1) Reactant: [C:1]([Si:5]([O:8][CH2:9][C:10]1[CH:14]=[CH:13][S:12][C:11]=1[CH2:15][C:16]1[CH:21]=[CH:20][CH:19]=[C:18]([Cl:22])[CH:17]=1)([CH3:7])[CH3:6])([CH3:4])([CH3:3])[CH3:2].[Li]CCCC.CCCCCC.CN([CH:37]=[O:38])C.[NH4+].[Cl-]. Product: [Si:5]([O:8][CH2:9][C:10]1[CH:14]=[C:13]([CH:37]=[O:38])[S:12][C:11]=1[CH2:15][C:16]1[CH:21]=[CH:20][CH:19]=[C:18]([Cl:22])[CH:17]=1)([C:1]([CH3:4])([CH3:2])[CH3:3])([CH3:6])[CH3:7]. The catalyst class is: 1. (2) Reactant: [CH3:1][S:2](Cl)(=[O:4])=[O:3].[NH2:6][C:7]1[C:8]2[N:9]([C:13]([C@H:25]3[CH2:30][CH2:29][C@H:28]([CH2:31][NH2:32])[CH2:27][CH2:26]3)=[N:14][C:15]=2[C:16]2[NH:17][C:18]3[C:23]([CH:24]=2)=[CH:22][CH:21]=[CH:20][CH:19]=3)[CH:10]=[CH:11][N:12]=1.CCN(C(C)C)C(C)C. Product: [NH2:6][C:7]1[C:8]2[N:9]([C:13]([CH:25]3[CH2:26][CH2:27][CH:28]([CH2:31][NH:32][S:2]([CH3:1])(=[O:4])=[O:3])[CH2:29][CH2:30]3)=[N:14][C:15]=2[C:16]2[NH:17][C:18]3[C:23]([CH:24]=2)=[CH:22][CH:21]=[CH:20][CH:19]=3)[CH:10]=[CH:11][N:12]=1. The catalyst class is: 2.